From a dataset of Full USPTO retrosynthesis dataset with 1.9M reactions from patents (1976-2016). Predict the reactants needed to synthesize the given product. (1) Given the product [F:1][C:2]1[CH:3]=[C:4]([CH:8]=[CH:9][CH:10]=1)[C:5]([N:13]([O:14][CH3:15])[CH3:12])=[O:6], predict the reactants needed to synthesize it. The reactants are: [F:1][C:2]1[CH:3]=[C:4]([CH:8]=[CH:9][CH:10]=1)[C:5](O)=[O:6].Cl.[CH3:12][NH:13][O:14][CH3:15].Cl.CN(C)CCCN=C=NCC. (2) Given the product [F:1][C:2]1[CH:26]=[CH:25][C:5]([O:6][C:7]2[CH:8]=[CH:9][C:10]([CH:13]3[C:18]4=[N:19][S:20](=[O:24])(=[O:23])[CH2:21][CH2:22][N:17]4[CH2:16][CH2:15][CH2:14]3)=[CH:11][CH:12]=2)=[C:4]([CH3:27])[CH:3]=1, predict the reactants needed to synthesize it. The reactants are: [F:1][C:2]1[CH:26]=[CH:25][C:5]([O:6][C:7]2[CH:12]=[CH:11][C:10]([C:13]3[C:18]4=[N:19][S:20](=[O:24])(=[O:23])[CH2:21][CH2:22][N:17]4[CH:16]=[CH:15][CH:14]=3)=[CH:9][CH:8]=2)=[C:4]([CH3:27])[CH:3]=1. (3) Given the product [Br-:10].[C:12]([CH2:11][N:3]1[C:2]([Cl:1])=[C:6]([Cl:7])[N+:5]([CH2:16][C:17]2[C:26]3[C:21](=[CH:22][CH:23]=[CH:24][CH:25]=3)[CH:20]=[CH:19][CH:18]=2)=[CH:4]1)([OH:14])=[O:13], predict the reactants needed to synthesize it. The reactants are: [Cl:1][C:2]1[N:3]=[CH:4][NH:5][C:6]=1[Cl:7].[OH-].[K+].[Br:10][CH2:11][C:12]([OH:14])=[O:13].Br[CH2:16][C:17]1[C:26]2[C:21](=[CH:22][CH:23]=[CH:24][CH:25]=2)[CH:20]=[CH:19][CH:18]=1.Br. (4) Given the product [NH2:15][C:11]1[O:1][CH:2]=[C:3]([C:5]2[CH:10]=[CH:9][CH:8]=[CH:7][CH:6]=2)[C:12]=1[C:13]#[N:14], predict the reactants needed to synthesize it. The reactants are: [OH:1][CH2:2][C:3]([C:5]1[CH:10]=[CH:9][CH:8]=[CH:7][CH:6]=1)=O.[C:11](#[N:15])[CH2:12][C:13]#[N:14].C(N(CC)CC)C. (5) Given the product [F:1][C:2]1[CH:3]=[C:4]([C:18]2[CH:23]=[CH:22][CH:21]=[C:20]([OH:24])[CH:19]=2)[CH:5]=[CH:6][C:7]=1[NH:8][C:9]1[N:17]=[CH:16][CH:15]=[CH:14][C:10]=1[C:11]([O:13][CH3:25])=[O:12], predict the reactants needed to synthesize it. The reactants are: [F:1][C:2]1[CH:3]=[C:4]([C:18]2[CH:23]=[CH:22][CH:21]=[C:20]([OH:24])[CH:19]=2)[CH:5]=[CH:6][C:7]=1[NH:8][C:9]1[N:17]=[CH:16][CH:15]=[CH:14][C:10]=1[C:11]([OH:13])=[O:12].[C:25]([O-])(O)=O.[Na+].S(OC)(OC)(=O)=O. (6) Given the product [Cl:22][C:23]1[CH:28]=[C:27]([Cl:29])[CH:26]=[CH:25][C:24]=1[S:30][C:10]1[NH:11][C:7]([C:1]2[CH:6]=[CH:5][CH:4]=[CH:3][CH:2]=2)=[CH:8][C:9]=1[C:12]#[N:13], predict the reactants needed to synthesize it. The reactants are: [C:1]1([C:7](=O)[CH2:8][CH:9]([C:12]#[N:13])[C:10]#[N:11])[CH:6]=[CH:5][CH:4]=[CH:3][CH:2]=1.C(N(CC)CC)C.[Cl:22][C:23]1[CH:28]=[C:27]([Cl:29])[CH:26]=[CH:25][C:24]=1[SH:30]. (7) Given the product [Cl:1][C:2]1[CH:3]=[C:4]([CH:21]=[CH:22][CH:23]=1)[O:5][CH2:6][CH:7]([F:20])[CH2:8][CH2:9][CH:10]1[CH:17]2[CH:13]([O:14][C:15](=[O:18])[CH2:16]2)[CH2:12][CH:11]1[O:19][CH:25]1[CH2:26][CH2:27][CH2:28][CH2:29][O:24]1, predict the reactants needed to synthesize it. The reactants are: [Cl:1][C:2]1[CH:3]=[C:4]([CH:21]=[CH:22][CH:23]=1)[O:5][CH2:6][CH:7]([F:20])[CH2:8][CH2:9][CH:10]1[CH:17]2[CH:13]([O:14][C:15](=[O:18])[CH2:16]2)[CH2:12][CH:11]1[OH:19].[O:24]1[CH:29]=[CH:28][CH2:27][CH2:26][CH2:25]1.O.C1(C)C=CC(S(O)(=O)=O)=CC=1.C(=O)(O)[O-].[Na+]. (8) Given the product [C:9]1([C:2]2[CH:8]=[CH:7][CH:6]=[CH:5][C:3]=2[NH2:4])[CH2:14][CH2:13][CH2:12][CH2:11][CH:10]=1, predict the reactants needed to synthesize it. The reactants are: Br[C:2]1[CH:8]=[CH:7][CH:6]=[CH:5][C:3]=1[NH2:4].[C:9]1(B(O)O)[CH2:14][CH2:13][CH2:12][CH2:11][CH:10]=1.C(=O)([O-])[O-].[Na+].[Na+].C1(C)C=CC=CC=1.